Dataset: NCI-60 drug combinations with 297,098 pairs across 59 cell lines. Task: Regression. Given two drug SMILES strings and cell line genomic features, predict the synergy score measuring deviation from expected non-interaction effect. Drug 2: C1C(C(OC1N2C=NC(=NC2=O)N)CO)O. Cell line: OVCAR-8. Synergy scores: CSS=12.6, Synergy_ZIP=-2.77, Synergy_Bliss=-2.13, Synergy_Loewe=-10.2, Synergy_HSA=-0.644. Drug 1: C1=CC=C(C(=C1)C(C2=CC=C(C=C2)Cl)C(Cl)Cl)Cl.